From a dataset of Forward reaction prediction with 1.9M reactions from USPTO patents (1976-2016). Predict the product of the given reaction. Given the reactants Cl[CH2:2][CH2:3][CH2:4][CH2:5][CH2:6][N:7]1[C:15]2[C:10](=[CH:11][CH:12]=[CH:13][CH:14]=2)[CH:9]=[CH:8]1.[CH3:16][CH:17]([CH3:33])[C:18]([NH:20][C:21]1[CH:26]=[CH:25][C:24]([CH:27]2[CH2:32][CH2:31][NH:30][CH2:29][CH2:28]2)=[CH:23][CH:22]=1)=[O:19], predict the reaction product. The product is: [N:7]1([CH2:6][CH2:5][CH2:4][CH2:3][CH2:2][N:30]2[CH2:31][CH2:32][CH:27]([C:24]3[CH:25]=[CH:26][C:21]([NH:20][C:18](=[O:19])[CH:17]([CH3:16])[CH3:33])=[CH:22][CH:23]=3)[CH2:28][CH2:29]2)[C:15]2[C:10](=[CH:11][CH:12]=[CH:13][CH:14]=2)[CH:9]=[CH:8]1.